From a dataset of Forward reaction prediction with 1.9M reactions from USPTO patents (1976-2016). Predict the product of the given reaction. (1) Given the reactants [O:1]1[CH:5]=[CH:4][CH:3]=[C:2]1[C:6](Cl)=[O:7].[CH2:9]([N:16]1[C:25]2[C:20](=[CH:21][C:22]([CH3:26])=[CH:23][CH:24]=2)[C:19]([N:27]2[CH2:32][CH2:31][NH:30][CH2:29][CH2:28]2)=[C:18]([C:33]#[N:34])[C:17]1=[O:35])[C:10]1[CH:15]=[CH:14][CH:13]=[CH:12][CH:11]=1, predict the reaction product. The product is: [CH2:9]([N:16]1[C:25]2[C:20](=[CH:21][C:22]([CH3:26])=[CH:23][CH:24]=2)[C:19]([N:27]2[CH2:32][CH2:31][N:30]([C:6]([C:2]3[O:1][CH:5]=[CH:4][CH:3]=3)=[O:7])[CH2:29][CH2:28]2)=[C:18]([C:33]#[N:34])[C:17]1=[O:35])[C:10]1[CH:11]=[CH:12][CH:13]=[CH:14][CH:15]=1. (2) Given the reactants [OH:1][CH2:2][C:3]1([CH2:15][OH:16])[CH2:9][CH2:8][CH2:7][C:6]2[CH:10]=[CH:11][CH:12]=[CH:13][C:5]=2[C:4]1=[O:14].C(N(CC)CC)C.[F:24][C:25]1[CH:30]=[C:29]([F:31])[CH:28]=[CH:27][C:26]=1[N:32]=[C:33]=[S:34], predict the reaction product. The product is: [OH:16][CH2:15][C:3]1([CH2:2][O:1][C:33](=[S:34])[NH:32][C:26]2[CH:27]=[CH:28][C:29]([F:31])=[CH:30][C:25]=2[F:24])[CH2:9][CH2:8][CH2:7][C:6]2[CH:10]=[CH:11][CH:12]=[CH:13][C:5]=2[C:4]1=[O:14]. (3) Given the reactants Br[C:2]1[CH:38]=[C:37]([F:39])[C:5]([CH2:6][N:7]2[C:11]3[CH:12]=[C:13]([O:16][CH2:17][C:18]4[C:23]([F:24])=[CH:22][C:21]([CH3:25])=[CH:20][N:19]=4)[CH:14]=[CH:15][C:10]=3[N:9]=[C:8]2[C@H:26]2[CH2:31][CH2:30][CH2:29][CH2:28][C@H:27]2[C:32]([O:34][CH2:35][CH3:36])=[O:33])=[C:4]([F:40])[CH:3]=1.[F:41][CH:42]1[CH2:47][CH2:46][NH:45][CH2:44][CH2:43]1.C([O-])([O-])=O.[Cs+].[Cs+], predict the reaction product. The product is: [F:40][C:4]1[CH:3]=[C:2]([N:45]2[CH2:46][CH2:47][CH:42]([F:41])[CH2:43][CH2:44]2)[CH:38]=[C:37]([F:39])[C:5]=1[CH2:6][N:7]1[C:11]2[CH:12]=[C:13]([O:16][CH2:17][C:18]3[C:23]([F:24])=[CH:22][C:21]([CH3:25])=[CH:20][N:19]=3)[CH:14]=[CH:15][C:10]=2[N:9]=[C:8]1[C@H:26]1[CH2:31][CH2:30][CH2:29][CH2:28][C@H:27]1[C:32]([O:34][CH2:35][CH3:36])=[O:33]. (4) Given the reactants [Cl:1][C:2]1[CH:7]=[CH:6][CH:5]=[CH:4][C:3]=1[C:8](=[O:10])[CH3:9].[Br:11]Br, predict the reaction product. The product is: [Br:11][CH2:9][C:8]([C:3]1[CH:4]=[CH:5][CH:6]=[CH:7][C:2]=1[Cl:1])=[O:10]. (5) Given the reactants [Cl:1][C:2]1[CH:18]=[CH:17][C:5]([CH2:6][C:7]2([NH:14][CH:15]=[O:16])[CH2:10][CH:9]([C:11]([OH:13])=O)[CH2:8]2)=[CH:4][CH:3]=1.CCN(C(C)C)C(C)C.Cl.[CH3:29][O:30][NH:31][CH3:32].CN(C(ON1N=NC2C=CC=NC1=2)=[N+](C)C)C.F[P-](F)(F)(F)(F)F, predict the reaction product. The product is: [Cl:1][C:2]1[CH:3]=[CH:4][C:5]([CH2:6][C:7]2([NH:14][CH:15]=[O:16])[CH2:8][CH:9]([C:11]([N:31]([O:30][CH3:29])[CH3:32])=[O:13])[CH2:10]2)=[CH:17][CH:18]=1. (6) Given the reactants Br.Br[C:3]1[CH:8]=[CH:7][N:6]=[N:5][CH:4]=1.[C:9]1(B2OC(C)(C)C(C)(C)O2)[CH2:14][CH2:13][CH2:12][CH2:11][CH:10]=1.C(=O)([O-])[O-].[Cs+].[Cs+].O1CCOCC1, predict the reaction product. The product is: [C:9]1([C:3]2[CH:8]=[CH:7][N:6]=[N:5][CH:4]=2)[CH2:14][CH2:13][CH2:12][CH2:11][CH:10]=1. (7) Given the reactants [CH2:1]([O:8][C:9]([NH:11][C@H:12]([C:27]([OH:29])=O)[CH2:13][CH2:14][CH2:15][NH:16][C:17]([O:19][CH2:20][C:21]1[CH:26]=[CH:25][CH:24]=[CH:23][CH:22]=1)=[O:18])=[O:10])[C:2]1[CH:7]=[CH:6][CH:5]=[CH:4][CH:3]=1.[C:30]([O:34][C:35](=[O:42])[NH:36][CH2:37][CH:38]([OH:41])[CH2:39][NH2:40])([CH3:33])([CH3:32])[CH3:31].C(Cl)CCl.C1C=CC2N(O)N=NC=2C=1, predict the reaction product. The product is: [CH2:1]([O:8][C:9](=[O:10])[NH:11][C@H:12]([C:27]([NH:40][CH2:39][CH:38]([OH:41])[CH2:37][NH:36][C:35]([O:34][C:30]([CH3:32])([CH3:31])[CH3:33])=[O:42])=[O:29])[CH2:13][CH2:14][CH2:15][NH:16][C:17]([O:19][CH2:20][C:21]1[CH:22]=[CH:23][CH:24]=[CH:25][CH:26]=1)=[O:18])[C:2]1[CH:3]=[CH:4][CH:5]=[CH:6][CH:7]=1.